From a dataset of Catalyst prediction with 721,799 reactions and 888 catalyst types from USPTO. Predict which catalyst facilitates the given reaction. (1) Reactant: F[C:2]1[CH:19]=[CH:18][C:5]([O:6][CH2:7][C:8]2[CH:17]=[CH:16][C:15]3[C:10](=[CH:11][CH:12]=[CH:13][CH:14]=3)[N:9]=2)=[CH:4][C:3]=1[N+:20]([O-:22])=[O:21].Cl.[Br:24][C:25]1[CH:32]=[CH:31][C:28]([CH2:29][NH2:30])=[CH:27][CH:26]=1.CCN(C(C)C)C(C)C. Product: [Br:24][C:25]1[CH:32]=[CH:31][C:28]([CH2:29][NH:30][C:2]2[CH:19]=[CH:18][C:5]([O:6][CH2:7][C:8]3[CH:17]=[CH:16][C:15]4[C:10](=[CH:11][CH:12]=[CH:13][CH:14]=4)[N:9]=3)=[CH:4][C:3]=2[N+:20]([O-:22])=[O:21])=[CH:27][CH:26]=1. The catalyst class is: 44. (2) Reactant: CC1(C)O[C:6](=[O:8])[C:5](=[C:9]([OH:23])[CH:10]2[CH2:15][CH2:14][N:13]([C:16]([O:18][C:19]([CH3:22])([CH3:21])[CH3:20])=[O:17])[CH2:12][CH2:11]2)C(=O)O1.[C:26]([O:30][C:31]([O:33][NH:34][C:35](=[O:41])[O:36][C:37]([CH3:40])([CH3:39])[CH3:38])=[O:32])([CH3:29])([CH3:28])[CH3:27]. Product: [C:37]([O:36][C:35]([N:34]([O:33][C:31]([O:30][C:26]([CH3:29])([CH3:28])[CH3:27])=[O:32])[C:6](=[O:8])[CH2:5][C:9]([CH:10]1[CH2:11][CH2:12][N:13]([C:16]([O:18][C:19]([CH3:20])([CH3:21])[CH3:22])=[O:17])[CH2:14][CH2:15]1)=[O:23])=[O:41])([CH3:40])([CH3:39])[CH3:38]. The catalyst class is: 11.